Dataset: Forward reaction prediction with 1.9M reactions from USPTO patents (1976-2016). Task: Predict the product of the given reaction. The product is: [ClH:25].[F:1][C:2]1[CH:9]=[CH:8][C:5]([CH2:6][NH:10][CH:11]([C:15]2[CH:20]=[CH:19][CH:18]=[CH:17][CH:16]=2)[C:12]([OH:14])=[O:13])=[CH:4][CH:3]=1. Given the reactants [F:1][C:2]1[CH:9]=[CH:8][C:5]([CH:6]=O)=[CH:4][CH:3]=1.[NH2:10][CH:11]([C:15]1[CH:20]=[CH:19][CH:18]=[CH:17][CH:16]=1)[C:12]([OH:14])=[O:13].[OH-].[Na+].[BH4-].[Na+].[ClH:25], predict the reaction product.